From a dataset of Peptide-MHC class II binding affinity with 134,281 pairs from IEDB. Regression. Given a peptide amino acid sequence and an MHC pseudo amino acid sequence, predict their binding affinity value. This is MHC class II binding data. The peptide sequence is TAKAPGLVPKLDAAY. The MHC is DRB1_1302 with pseudo-sequence DRB1_1302. The binding affinity (normalized) is 0.207.